The task is: Predict the reaction yield, written as a fraction of the theoretical maximum amount of product (1.0 means a 100% yield; for example, 0.34 means a 34% yield).. This data is from Reaction yield outcomes from USPTO patents with 853,638 reactions. (1) The reactants are Cl.[CH3:2][N:3]([CH3:7])[CH2:4][CH2:5][SH:6].[H-].[Na+].C1COCC1.Cl[C:16]1[CH:21]=[N:20][CH:19]=[C:18]([C:22]#[N:23])[N:17]=1. The catalyst is O.C(OCC)(=O)C. The product is [C:22]([C:18]1[CH:19]=[N:20][CH:21]=[C:16]([S:6][CH2:5][CH2:4][N:3]([CH3:7])[CH3:2])[N:17]=1)#[N:23]. The yield is 0.480. (2) The yield is 0.150. The product is [F:11][C:12]1[CH:13]=[CH:14][C:15]([OH:21])=[C:16]([C:17]2[O:1][N:2]=[C:3]([C:5]3[CH:10]=[CH:9][CH:8]=[CH:7][N:6]=3)[N:4]=2)[CH:20]=1. The reactants are [OH:1][NH:2][C:3]([C:5]1[CH:10]=[CH:9][CH:8]=[CH:7][N:6]=1)=[NH:4].[F:11][C:12]1[CH:20]=[C:16]([C:17](O)=O)[C:15]([OH:21])=[CH:14][CH:13]=1. No catalyst specified. (3) The reactants are [F:1][C:2]1[CH:3]=[C:4]([CH2:10][C:11]([OH:13])=O)[CH:5]=[CH:6][C:7]=1[O:8][CH3:9].[F:14][C:15]1[CH:20]=[CH:19][CH:18]=[CH:17][C:16]=1[O:21][CH3:22]. No catalyst specified. The product is [F:14][C:15]1[CH:20]=[C:19]([C:11](=[O:13])[CH2:10][C:4]2[CH:5]=[CH:6][C:7]([O:8][CH3:9])=[C:2]([F:1])[CH:3]=2)[CH:18]=[CH:17][C:16]=1[O:21][CH3:22]. The yield is 0.775. (4) The reactants are C[O:2][C:3](=[O:35])[C:4]([C:7]1[CH:12]=[CH:11][C:10]([C:13]#[C:14][C:15]2[CH:24]=[C:23]([CH:25]3[CH2:27][CH2:26]3)[C:22]3[CH:21]([N:28]([CH:30]4[CH2:32][CH2:31]4)[CH3:29])[CH2:20][CH2:19][C:18]([CH3:34])([CH3:33])[C:17]=3[CH:16]=2)=[CH:9][CH:8]=1)([CH3:6])[CH3:5].[OH-].[K+].[Cl-].[NH4+]. The catalyst is CO.O1CCCC1. The product is [CH:25]1([C:23]2[C:22]3[CH:21]([N:28]([CH:30]4[CH2:31][CH2:32]4)[CH3:29])[CH2:20][CH2:19][C:18]([CH3:33])([CH3:34])[C:17]=3[CH:16]=[C:15]([C:14]#[C:13][C:10]3[CH:9]=[CH:8][C:7]([C:4]([CH3:6])([CH3:5])[C:3]([OH:35])=[O:2])=[CH:12][CH:11]=3)[CH:24]=2)[CH2:26][CH2:27]1. The yield is 0.980. (5) The reactants are [Br:1][C:2]1[CH:3]=[C:4]2[C:10]([I:11])=[CH:9][NH:8][C:5]2=[N:6][CH:7]=1.[H-].[Na+].[S:14](Cl)([C:17]1[CH:23]=[CH:22][C:20]([CH3:21])=[CH:19][CH:18]=1)(=[O:16])=[O:15].C(OCC)(=O)C. The catalyst is CN(C=O)C.CCCCCC. The product is [Br:1][C:2]1[CH:3]=[C:4]2[C:10]([I:11])=[CH:9][N:8]([S:14]([C:17]3[CH:23]=[CH:22][C:20]([CH3:21])=[CH:19][CH:18]=3)(=[O:16])=[O:15])[C:5]2=[N:6][CH:7]=1. The yield is 0.963. (6) The yield is 0.470. The catalyst is CN(C)C=O.C(Cl)Cl.CS(C)=O. The reactants are Cl.[NH2:2][C@@H:3]([C:5]1[CH:13]=[CH:12][C:8]([C:9]([OH:11])=O)=[CH:7][CH:6]=1)[CH3:4].[C:14]([N:18]=[C:19]=[O:20])([CH3:17])([CH3:16])[CH3:15].C(N(CC)CC)C.CN(C([O:35][N:36]1N=NC2C=CC=NC1=2)=[N+](C)C)C.F[P-](F)(F)(F)(F)F.[Si](ON)(C(C)(C)C)(C)C. The product is [C:14]([NH:18][C:19]([NH:2][C@@H:3]([C:5]1[CH:6]=[CH:7][C:8]([C:9]([NH:36][OH:35])=[O:11])=[CH:12][CH:13]=1)[CH3:4])=[O:20])([CH3:17])([CH3:16])[CH3:15]. (7) The reactants are [C:1]([CH2:3][C:4]1[CH:12]=[C:11]([O:13][CH3:14])[CH:10]=[C:9]([O:15][CH3:16])[C:5]=1[C:6](O)=[O:7])#[N:2].[NH2:17][C:18]1[CH:22]=[C:21]([CH3:23])[NH:20][N:19]=1. The catalyst is C(O)(=O)C. The product is [CH3:14][O:13][C:11]1[CH:12]=[C:4]2[C:5](=[C:9]([O:15][CH3:16])[CH:10]=1)[C:6]([OH:7])=[N:2][C:1]([NH:17][C:18]1[CH:22]=[C:21]([CH3:23])[NH:20][N:19]=1)=[CH:3]2. The yield is 0.850. (8) The reactants are [B:10]1([B:10]2[O:14][C:13]([CH3:16])([CH3:15])[C:12]([CH3:18])([CH3:17])[O:11]2)[O:14][C:13]([CH3:16])([CH3:15])[C:12]([CH3:18])([CH3:17])[O:11]1.C([O-])(=O)C.[K+].Br[C:25]1[CH:26]=[C:27]2[C:32](=[CH:33][CH:34]=1)[N:31]=[C:30]([C:35]1[CH:40]=[CH:39][CH:38]=[C:37]([O:41][CH3:42])[CH:36]=1)[N:29]([CH2:43][C:44]([NH:46][CH:47]([CH3:49])[CH3:48])=[O:45])[C:28]2=[O:50]. The catalyst is CN(C=O)C.C1C=CC(P(C2C=CC=CC=2)[C-]2C=CC=C2)=CC=1.C1C=CC(P(C2C=CC=CC=2)[C-]2C=CC=C2)=CC=1.Cl[Pd]Cl.[Fe+2]. The product is [CH:47]([NH:46][C:44](=[O:45])[CH2:43][N:29]1[C:28](=[O:50])[C:27]2[C:32](=[CH:33][CH:34]=[C:25]([B:10]3[O:11][C:12]([CH3:17])([CH3:18])[C:13]([CH3:15])([CH3:16])[O:14]3)[CH:26]=2)[N:31]=[C:30]1[C:35]1[CH:40]=[CH:39][CH:38]=[C:37]([O:41][CH3:42])[CH:36]=1)([CH3:49])[CH3:48]. The yield is 0.920. (9) The reactants are [CH3:1][N:2]1[C:14]2[CH2:13][CH2:12][CH:11]([CH:15]3[CH2:20][CH2:19][O:18][CH2:17][CH2:16]3)[CH2:10][C:9]=2[C:8]2[C:3]1=[CH:4][CH:5]=[C:6]([C:21]([O:23]C)=[O:22])[CH:7]=2.[OH-].[Na+]. The catalyst is CO. The product is [CH3:1][N:2]1[C:14]2[CH2:13][CH2:12][CH:11]([CH:15]3[CH2:16][CH2:17][O:18][CH2:19][CH2:20]3)[CH2:10][C:9]=2[C:8]2[C:3]1=[CH:4][CH:5]=[C:6]([C:21]([OH:23])=[O:22])[CH:7]=2. The yield is 0.880.